Task: Predict the product of the given reaction.. Dataset: Forward reaction prediction with 1.9M reactions from USPTO patents (1976-2016) Given the reactants [CH3:1][O:2][CH2:3][C:4]([CH3:9])([CH3:8])[C:5]([OH:7])=O.[CH3:10][O:11][NH:12][CH3:13].Cl.C([O-])([O-])=O.[K+].[K+], predict the reaction product. The product is: [CH3:1][O:2][CH2:3][C:4]([CH3:9])([CH3:8])[C:5]([N:12]([O:11][CH3:10])[CH3:13])=[O:7].